From a dataset of NCI-60 drug combinations with 297,098 pairs across 59 cell lines. Regression. Given two drug SMILES strings and cell line genomic features, predict the synergy score measuring deviation from expected non-interaction effect. Drug 1: CC1C(C(CC(O1)OC2CC(OC(C2O)C)OC3=CC4=CC5=C(C(=O)C(C(C5)C(C(=O)C(C(C)O)O)OC)OC6CC(C(C(O6)C)O)OC7CC(C(C(O7)C)O)OC8CC(C(C(O8)C)O)(C)O)C(=C4C(=C3C)O)O)O)O. Drug 2: C(CC(=O)O)C(=O)CN.Cl. Cell line: UO-31. Synergy scores: CSS=9.29, Synergy_ZIP=-0.397, Synergy_Bliss=-0.724, Synergy_Loewe=-39.3, Synergy_HSA=-0.342.